From a dataset of Forward reaction prediction with 1.9M reactions from USPTO patents (1976-2016). Predict the product of the given reaction. (1) Given the reactants [Cl:1][C:2]1[CH:44]=[CH:43][C:5]([C:6]([NH:8][C:9]2[CH:14]=[CH:13][C:12]([O:15][CH2:16][CH2:17][N:18]3[C:22]([NH:23]C(C4C=CC=CC=4)(C4C=CC=CC=4)C4C=CC=CC=4)=[CH:21][CH:20]=[N:19]3)=[CH:11][CH:10]=2)=[O:7])=[C:4]([N:45]([CH3:47])[CH3:46])[CH:3]=1.Cl, predict the reaction product. The product is: [NH2:23][C:22]1[N:18]([CH2:17][CH2:16][O:15][C:12]2[CH:11]=[CH:10][C:9]([NH:8][C:6](=[O:7])[C:5]3[CH:43]=[CH:44][C:2]([Cl:1])=[CH:3][C:4]=3[N:45]([CH3:46])[CH3:47])=[CH:14][CH:13]=2)[N:19]=[CH:20][CH:21]=1. (2) Given the reactants [CH:1]1[C:2]([C:23]([F:26])([F:25])[F:24])=[CH:3][C:4]([Cl:22])=[C:5]([N:8]2[N:12]=[C:11]([C:13]#[N:14])[C:10]([S+:15]([O-:20])[C:16]([F:19])([F:18])[F:17])=[C:9]2[NH2:21])[C:6]=1[Cl:7].[CH:27]1[C:32]([CH2:33][N:34]2[CH2:35][CH2:36][NH:37]/[C:38]/2=[N:39]\[N+:40]([O-:42])=[O:41])=[CH:31][N:30]=[C:29]([Cl:43])[CH:28]=1, predict the reaction product. The product is: [CH:27]1[C:32]([CH2:33][N:34]2[CH2:35][CH2:36][NH:37]/[C:38]/2=[N:39]\[N+:40]([O-:42])=[O:41])=[CH:31][N:30]=[C:29]([Cl:43])[CH:28]=1.[CH:3]1[C:2]([C:23]([F:25])([F:24])[F:26])=[CH:1][C:6]([Cl:7])=[C:5]([N:8]2[N:12]=[C:11]([C:13]#[N:14])[C:10]([S+:15]([O-:20])[C:16]([F:19])([F:17])[F:18])=[C:9]2[NH2:21])[C:4]=1[Cl:22]. (3) Given the reactants [C:1]([N:5]1[C:9]2[N:10]=[CH:11][N:12]=[CH:13][C:8]=2[C:7]([C:14]([C:16]2[CH:17]=[N:18][CH:19]=[C:20]([NH:22][CH3:23])[CH:21]=2)=[O:15])=[CH:6]1)([CH3:4])([CH3:3])[CH3:2].[Cl:24][C:25]1[CH:26]=[CH:27][C:28]([CH2:31][C:32]([OH:34])=O)=[N:29][CH:30]=1, predict the reaction product. The product is: [C:1]([N:5]1[C:9]2[N:10]=[CH:11][N:12]=[CH:13][C:8]=2[C:7]([C:14]([C:16]2[CH:21]=[C:20]([N:22]([CH3:23])[C:32](=[O:34])[CH2:31][C:28]3[CH:27]=[CH:26][C:25]([Cl:24])=[CH:30][N:29]=3)[CH:19]=[N:18][CH:17]=2)=[O:15])=[CH:6]1)([CH3:4])([CH3:3])[CH3:2]. (4) Given the reactants [C:1]([O:5][C:6]([N:8]1[CH2:13][CH2:12][C:11]([C:15]2[S:16][CH:17]=[C:18]([CH2:20][OH:21])[N:19]=2)([CH3:14])[CH2:10][CH2:9]1)=[O:7])([CH3:4])([CH3:3])[CH3:2].[CH3:22][S:23](Cl)(=[O:25])=[O:24].C(N(CC)CC)C, predict the reaction product. The product is: [C:1]([O:5][C:6]([N:8]1[CH2:9][CH2:10][C:11]([C:15]2[S:16][CH:17]=[C:18]([CH2:20][O:21][S:23]([CH3:22])(=[O:25])=[O:24])[N:19]=2)([CH3:14])[CH2:12][CH2:13]1)=[O:7])([CH3:2])([CH3:3])[CH3:4]. (5) Given the reactants [C:1]([O:5][C:6]([NH:8][C@H:9]([C:16]([OH:18])=O)[CH2:10][C:11]1[N:15]=[CH:14][NH:13][CH:12]=1)=[O:7])([CH3:4])([CH3:3])[CH3:2].CN(C(ON1N=NC2C=CC=CC1=2)=[N+](C)C)C.[B-](F)(F)(F)F.C1C=CC2N(O)N=NC=2C=1.CN1CCOCC1.Cl.[CH3:59][O:60][C:61]1[CH:62]=[C:63]([C:69]2[C@@H:78]3[C@@H:73]([CH2:74][CH2:75][CH2:76][CH2:77]3)[C:72](=[O:79])[N:71]([CH:80]3[CH2:85][CH2:84][NH:83][CH2:82][CH2:81]3)[N:70]=2)[CH:64]=[CH:65][C:66]=1[O:67][CH3:68], predict the reaction product. The product is: [OH-:5].[NH4+:8].[CH3:59][O:60][C:61]1[CH:62]=[C:63]([C:69]2[C@@H:78]3[C@@H:73]([CH2:74][CH2:75][CH2:76][CH2:77]3)[C:72](=[O:79])[N:71]([CH:80]3[CH2:81][CH2:82][N:83]([C:16](=[O:18])[C@@H:9]([NH:8][C:6](=[O:7])[O:5][C:1]([CH3:2])([CH3:3])[CH3:4])[CH2:10][C:11]4[N:15]=[CH:14][NH:13][CH:12]=4)[CH2:84][CH2:85]3)[N:70]=2)[CH:64]=[CH:65][C:66]=1[O:67][CH3:68]. (6) The product is: [F:8][C:4]1[CH:5]=[CH:6][CH:7]=[C:2]([F:1])[C:3]=1[C:9]1[C:18]2[CH:17]=[C:16]([C:19]#[CH:20])[CH:15]=[CH:14][C:13]=2[C:12]2=[N:25][N:26]([CH2:39][O:40][CH2:41][CH2:42][Si:43]([CH3:45])([CH3:44])[CH3:46])[C:27]([NH:28][CH:29]3[CH2:34][CH2:33][N:32]([S:35]([CH3:38])(=[O:37])=[O:36])[CH2:31][CH2:30]3)=[C:11]2[N:10]=1. Given the reactants [F:1][C:2]1[CH:7]=[CH:6][CH:5]=[C:4]([F:8])[C:3]=1[C:9]1[C:18]2[CH:17]=[C:16]([C:19]#[C:20][Si](C)(C)C)[CH:15]=[CH:14][C:13]=2[C:12]2=[N:25][N:26]([CH2:39][O:40][CH2:41][CH2:42][Si:43]([CH3:46])([CH3:45])[CH3:44])[C:27]([NH:28][CH:29]3[CH2:34][CH2:33][N:32]([S:35]([CH3:38])(=[O:37])=[O:36])[CH2:31][CH2:30]3)=[C:11]2[N:10]=1.O, predict the reaction product.